From a dataset of Reaction yield outcomes from USPTO patents with 853,638 reactions. Predict the reaction yield, written as a fraction of the theoretical maximum amount of product (1.0 means a 100% yield; for example, 0.34 means a 34% yield). (1) The reactants are [Br:1][C:2]1[CH:3]=[N:4][N:5]2[C:10](Cl)=[CH:9][C:8]([C:12]3[CH:17]=[CH:16][CH:15]=[CH:14][C:13]=3[Cl:18])=[N:7][C:6]=12.[C:19]([O:23][C:24]([N:26]1[CH2:31][CH2:30][CH:29]([CH2:32][NH2:33])[CH2:28][CH2:27]1)=[O:25])([CH3:22])([CH3:21])[CH3:20].C(N(C(C)C)CC)(C)C. The catalyst is O1CCOCC1. The product is [C:19]([O:23][C:24]([N:26]1[CH2:31][CH2:30][CH:29]([CH2:32][NH:33][C:10]2[N:5]3[N:4]=[CH:3][C:2]([Br:1])=[C:6]3[N:7]=[C:8]([C:12]3[CH:17]=[CH:16][CH:15]=[CH:14][C:13]=3[Cl:18])[CH:9]=2)[CH2:28][CH2:27]1)=[O:25])([CH3:22])([CH3:21])[CH3:20]. The yield is 1.00. (2) The reactants are [CH2:1]([C@H:3]1[C@@H:7]([C:8]2[N:12]3[C:13]4[CH:19]=[CH:18][N:17]([S:20]([C:23]5[CH:29]=[CH:28][C:26]([CH3:27])=[CH:25][CH:24]=5)(=[O:22])=[O:21])[C:14]=4[N:15]=[CH:16][C:11]3=[N:10][N:9]=2)[CH2:6][C@@H:5]([NH2:30])[CH2:4]1)[CH3:2].CCN(C(C)C)C(C)C.[CH3:40][C:41]([S:44](Cl)=[O:45])([CH3:43])[CH3:42].ClC1C=CC=C(C(OO)=[O:55])C=1. The catalyst is C(Cl)Cl.CCOC(C)=O.C([O-])(O)=O.[Na+]. The product is [CH2:1]([C@H:3]1[C@@H:7]([C:8]2[N:12]3[C:13]4[CH:19]=[CH:18][N:17]([S:20]([C:23]5[CH:24]=[CH:25][C:26]([CH3:27])=[CH:28][CH:29]=5)(=[O:22])=[O:21])[C:14]=4[N:15]=[CH:16][C:11]3=[N:10][N:9]=2)[CH2:6][C@@H:5]([NH:30][S:44]([C:41]([CH3:43])([CH3:42])[CH3:40])(=[O:45])=[O:55])[CH2:4]1)[CH3:2]. The yield is 0.640. (3) The reactants are [CH3:1][C:2]1[N:3]([CH:14]2[CH2:19][CH2:18][O:17][CH2:16][CH2:15]2)[C:4]([C:7]2[CH:12]=[CH:11][N:10]=[C:9]([NH2:13])[N:8]=2)=[CH:5][N:6]=1.Br[C:21]1[CH:26]=[CH:25][C:24]([S:27]([N:30]2[CH2:35][CH2:34][N:33]([CH3:36])[CH2:32][CH2:31]2)(=[O:29])=[O:28])=[CH:23][CH:22]=1.C([O-])([O-])=O.[Cs+].[Cs+].CC(C1C=C(C(C)C)C(C2C=CC=CC=2P(C2CCCCC2)C2CCCCC2)=C(C(C)C)C=1)C. The catalyst is C1C=CC(/C=C/C(/C=C/C2C=CC=CC=2)=O)=CC=1.C1C=CC(/C=C/C(/C=C/C2C=CC=CC=2)=O)=CC=1.C1C=CC(/C=C/C(/C=C/C2C=CC=CC=2)=O)=CC=1.[Pd].[Pd]. The product is [CH3:36][N:33]1[CH2:34][CH2:35][N:30]([S:27]([C:24]2[CH:23]=[CH:22][C:21]([NH:13][C:9]3[N:8]=[C:7]([C:4]4[N:3]([CH:14]5[CH2:19][CH2:18][O:17][CH2:16][CH2:15]5)[C:2]([CH3:1])=[N:6][CH:5]=4)[CH:12]=[CH:11][N:10]=3)=[CH:26][CH:25]=2)(=[O:29])=[O:28])[CH2:31][CH2:32]1. The yield is 0.430. (4) The product is [CH:1]([C:4]1[C:8]([CH2:9][O:10][C:11]2[CH:15]=[C:14]([CH2:16][CH2:17][C:18]([OH:20])=[O:19])[N:13]([CH3:23])[N:12]=2)=[CH:7][N:6]([C:24]2[CH:29]=[CH:28][C:27]([C:30]([F:31])([F:32])[F:33])=[CH:26][N:25]=2)[N:5]=1)([CH3:3])[CH3:2]. The yield is 0.920. The catalyst is [C].[Pd].O1CCCC1. The reactants are [CH:1]([C:4]1[C:8]([CH2:9][O:10][C:11]2[CH:15]=[C:14](/[CH:16]=[CH:17]/[C:18]([O:20]CC)=[O:19])[N:13]([CH3:23])[N:12]=2)=[CH:7][N:6]([C:24]2[CH:29]=[CH:28][C:27]([C:30]([F:33])([F:32])[F:31])=[CH:26][N:25]=2)[N:5]=1)([CH3:3])[CH3:2]. (5) The reactants are C(NC(C)C)(C)C.[O:8]1[CH2:13][CH2:12][CH:11]([CH2:14][C:15]([O:17][CH2:18][C:19]2[CH:24]=[CH:23][CH:22]=[CH:21][CH:20]=2)=[O:16])[CH2:10][CH2:9]1.[CH3:25][CH:26]([CH3:39])[C:27](=[O:38])[C:28]([O:30][CH2:31][C:32]1[CH:37]=[CH:36][CH:35]=[CH:34][CH:33]=1)=[O:29].C(O)(=O)C. The catalyst is O1CCCC1.CCCCCC.C(OCC)(=O)C. The product is [OH:38][C:27]([CH:26]([CH3:39])[CH3:25])([CH:14]([CH:11]1[CH2:10][CH2:9][O:8][CH2:13][CH2:12]1)[C:15]([O:17][CH2:18][C:19]1[CH:20]=[CH:21][CH:22]=[CH:23][CH:24]=1)=[O:16])[C:28]([O:30][CH2:31][C:32]1[CH:37]=[CH:36][CH:35]=[CH:34][CH:33]=1)=[O:29]. The yield is 0.290.